This data is from Full USPTO retrosynthesis dataset with 1.9M reactions from patents (1976-2016). The task is: Predict the reactants needed to synthesize the given product. (1) Given the product [CH:37]1([NH:3][C:4]([NH:5][C:6]2[CH:7]=[CH:8][C:9]([C:12]3[N:13]=[C:14]([N:29]4[CH2:34][CH2:33][O:32][CH2:31][C@@H:30]4[CH3:35])[C:15]4[CH2:21][CH2:20][NH:19][CH2:18][C:16]=4[N:17]=3)=[CH:10][CH:11]=2)=[O:36])[CH2:39][CH2:38]1, predict the reactants needed to synthesize it. The reactants are: C([NH:3][C:4](=[O:36])[NH:5][C:6]1[CH:11]=[CH:10][C:9]([C:12]2[N:13]=[C:14]([N:29]3[CH2:34][CH2:33][O:32][CH2:31][C@@H:30]3[CH3:35])[C:15]3[CH2:21][CH2:20][N:19](C(OC(C)(C)C)=O)[CH2:18][C:16]=3[N:17]=2)=[CH:8][CH:7]=1)C.[CH:37]1(NC(NC2C=CC(B3OC(C)(C)C(C)(C)O3)=CC=2)=O)[CH2:39][CH2:38]1.ClC1N=C(N2CCOC[C@@H]2C)C2CCN(C(OC(C)(C)C)=O)CC=2N=1. (2) The reactants are: C([C@@H]1COC(=O)N1[C:14](=[O:34])[C@H:15]([O:24][C:25]1[CH:30]=[CH:29][C:28]([CH:31]([CH3:33])[CH3:32])=[CH:27][CH:26]=1)[CH2:16][C:17]1[CH:22]=[CH:21][C:20]([OH:23])=[CH:19][CH:18]=1)C1C=CC=CC=1.[OH-:35].[Li+].OO. Given the product [OH:23][C:20]1[CH:19]=[CH:18][C:17]([CH2:16][C@@H:15]([O:24][C:25]2[CH:26]=[CH:27][C:28]([CH:31]([CH3:32])[CH3:33])=[CH:29][CH:30]=2)[C:14]([OH:34])=[O:35])=[CH:22][CH:21]=1, predict the reactants needed to synthesize it. (3) The reactants are: Cl[CH2:2][CH2:3][CH2:4][N:5]1[C:14]2[C:9](=[CH:10][C:11]([F:15])=[CH:12][CH:13]=2)[CH2:8][CH2:7][C:6]1=[O:16].[CH2:17]([CH:21]1[CH2:26][CH2:25][NH:24][CH2:23][CH2:22]1)[CH2:18][CH2:19][CH3:20].C([O-])([O-])=O.[K+].[K+]. Given the product [CH2:17]([CH:21]1[CH2:26][CH2:25][N:24]([CH2:2][CH2:3][CH2:4][N:5]2[C:14]3[C:9](=[CH:10][C:11]([F:15])=[CH:12][CH:13]=3)[CH2:8][CH2:7][C:6]2=[O:16])[CH2:23][CH2:22]1)[CH2:18][CH2:19][CH3:20], predict the reactants needed to synthesize it. (4) Given the product [CH3:1][O:2][CH2:3][CH2:4][O:5][C:6]1[CH:7]=[N:8][C:9]2[C:14]([CH:15]=1)=[CH:13][C:12]([CH:16]([OH:17])[CH3:18])=[CH:11][CH:10]=2, predict the reactants needed to synthesize it. The reactants are: [CH3:1][O:2][CH2:3][CH2:4][O:5][C:6]1[CH:7]=[N:8][C:9]2[C:14]([CH:15]=1)=[CH:13][C:12]([CH:16]=[O:17])=[CH:11][CH:10]=2.[CH2:18]1COCC1.C[Mg]Br. (5) Given the product [CH:1]1([NH:4][C:5]([C:7]2[CH:12]=[CH:11][C:10]([C:13]3[N:17]4[N:18]=[C:19]([C:29]([N:37]([O:36][CH3:35])[CH3:38])=[O:30])[CH:20]=[C:21]([NH:22][CH2:23][CH2:24][C:25]([F:27])([F:26])[F:28])[C:16]4=[N:15][CH:14]=3)=[CH:9][C:8]=2[CH3:33])=[O:6])[CH2:3][CH2:2]1, predict the reactants needed to synthesize it. The reactants are: [CH:1]1([NH:4][C:5]([C:7]2[CH:12]=[CH:11][C:10]([C:13]3[N:17]4[N:18]=[C:19]([C:29](OC)=[O:30])[CH:20]=[C:21]([NH:22][CH2:23][CH2:24][C:25]([F:28])([F:27])[F:26])[C:16]4=[N:15][CH:14]=3)=[CH:9][C:8]=2[CH3:33])=[O:6])[CH2:3][CH2:2]1.Cl.[CH3:35][O:36][NH:37][CH3:38].[Cl-].[Li+].Cl[Mg]C(C)C. (6) Given the product [CH2:25]([C:10]1[CH:9]=[CH:8][C:7]([F:11])=[C:6]([C:12]2[CH:17]=[CH:16][C:15]([Cl:18])=[CH:14][C:13]=2[Cl:19])[C:5]=1[OH:4])[CH:20]=[CH2:21], predict the reactants needed to synthesize it. The reactants are: C([O:4][C:5]1[CH:10]=[CH:9][CH:8]=[C:7]([F:11])[C:6]=1[C:12]1[CH:17]=[CH:16][C:15]([Cl:18])=[CH:14][C:13]=1[Cl:19])C=C.[C:20]1(C)[CH:25]=C(C)C=C(C)[CH:21]=1. (7) The reactants are: [CH2:1]([C:5]([CH2:10][CH:11]([CH3:13])[CH3:12])([CH2:8][OH:9])[CH2:6][OH:7])[CH:2]([CH3:4])[CH3:3].[O:14]1[CH2:18][CH2:17][CH2:16][CH2:15]1.N1C=C[CH:22]=[CH:21][CH:20]=1.[C:25](Cl)(=[O:32])[C:26]1[CH:31]=[CH:30][CH:29]=[CH:28][CH:27]=1. Given the product [C:18]([O:9][CH2:8][C:5]([CH2:10][CH:11]([CH3:13])[CH3:12])([CH2:1][CH:2]([CH3:4])[CH3:3])[CH2:6][O:7][C:25](=[O:32])[C:26]1[CH:31]=[CH:30][CH:29]=[CH:28][CH:27]=1)(=[O:14])[C:17]1[CH:22]=[CH:21][CH:20]=[CH:15][CH:16]=1, predict the reactants needed to synthesize it. (8) Given the product [CH3:1][NH:2][S:8]([C:4]1[S:3][CH:7]=[CH:6][CH:5]=1)(=[O:10])=[O:9], predict the reactants needed to synthesize it. The reactants are: [CH3:1][NH2:2].[S:3]1[CH:7]=[CH:6][CH:5]=[C:4]1[S:8](Cl)(=[O:10])=[O:9].O. (9) The reactants are: [CH2:1]([O:3][C:4](=[O:18])[CH:5]([O:15][CH2:16][CH3:17])[CH2:6][C:7]1[CH:12]=[CH:11][C:10]([OH:13])=[CH:9][C:8]=1[CH3:14])[CH3:2].[C:19]([C:23]1[CH:28]=[CH:27][C:26]([C:29]2[S:30][C:31]([CH3:37])=[C:32]([CH2:34][CH2:35]O)[N:33]=2)=[CH:25][CH:24]=1)([CH3:22])([CH3:21])[CH3:20].C1(P(C2C=CC=CC=2)C2C=CC=CC=2)C=CC=CC=1.N(C(OCC)=O)=NC(OCC)=O. Given the product [CH2:1]([O:3][C:4](=[O:18])[CH:5]([O:15][CH2:16][CH3:17])[CH2:6][C:7]1[CH:12]=[CH:11][C:10]([O:13][CH2:35][CH2:34][C:32]2[N:33]=[C:29]([C:26]3[CH:25]=[CH:24][C:23]([C:19]([CH3:20])([CH3:22])[CH3:21])=[CH:28][CH:27]=3)[S:30][C:31]=2[CH3:37])=[CH:9][C:8]=1[CH3:14])[CH3:2], predict the reactants needed to synthesize it.